Dataset: Catalyst prediction with 721,799 reactions and 888 catalyst types from USPTO. Task: Predict which catalyst facilitates the given reaction. (1) Reactant: [Br:1][C:2]1[C:10]2[C:5](=[N:6][CH:7]=[N:8][C:9]=2[Cl:11])[NH:4][N:3]=1.[H-].[Na+].[C:14]1([S:20](Cl)(=[O:22])=[O:21])[CH:19]=[CH:18][CH:17]=[CH:16][CH:15]=1. Product: [C:14]1([S:20]([N:4]2[C:5]3=[N:6][CH:7]=[N:8][C:9]([Cl:11])=[C:10]3[C:2]([Br:1])=[N:3]2)(=[O:22])=[O:21])[CH:19]=[CH:18][CH:17]=[CH:16][CH:15]=1. The catalyst class is: 3. (2) Reactant: C([Li])CCC.C(NC(C)C)(C)C.[Cl:13][C:14]1[CH:19]=[CH:18][N:17]=[CH:16][CH:15]=1.[CH2:20]([C:22]1[CH:29]=[CH:28][C:25]([CH:26]=[O:27])=[CH:24][CH:23]=1)[CH3:21].[Cl-].[NH4+]. Product: [Cl:13][C:14]1[CH:19]=[CH:18][N:17]=[CH:16][C:15]=1[CH:26]([C:25]1[CH:28]=[CH:29][C:22]([CH2:20][CH3:21])=[CH:23][CH:24]=1)[OH:27]. The catalyst class is: 134.